The task is: Predict the reaction yield, written as a fraction of the theoretical maximum amount of product (1.0 means a 100% yield; for example, 0.34 means a 34% yield).. This data is from Reaction yield outcomes from USPTO patents with 853,638 reactions. The reactants are [C:1]1([CH3:10])[CH:6]=[CH:5][C:4]([CH2:7][C:8]#[N:9])=[CH:3][CH:2]=1.[OH-].[Na+].[N:13](OC)=[O:14].OS(O)(=O)=O.N([O-])=O.[Na+]. The catalyst is CO.O. The product is [OH:14][N:13]=[C:7]([C:8]#[N:9])[C:4]1[CH:5]=[CH:6][C:1]([CH3:10])=[CH:2][CH:3]=1. The yield is 0.830.